Dataset: Catalyst prediction with 721,799 reactions and 888 catalyst types from USPTO. Task: Predict which catalyst facilitates the given reaction. (1) The catalyst class is: 32. Reactant: [Cl:1][C:2]1[C:3]2[N:10]([CH2:11][CH2:12][NH:13]C(=O)OC(C)(C)C)[CH:9]=[CH:8][C:4]=2[N:5]=[CH:6][N:7]=1.[S:21]1[C:25]2[CH:26]=[CH:27][CH:28]=[C:29]([O:30][C:31]3[CH:37]=[CH:36][C:34]([NH2:35])=[CH:33][C:32]=3[Cl:38])[C:24]=2[CH:23]=[N:22]1.C(=O)([O-])O.[Na+]. Product: [ClH:1].[ClH:38].[NH2:13][CH2:12][CH2:11][N:10]1[C:3]2[C:2]([NH:35][C:34]3[CH:36]=[CH:37][C:31]([O:30][C:29]4[C:24]5[CH:23]=[N:22][S:21][C:25]=5[CH:26]=[CH:27][CH:28]=4)=[C:32]([Cl:38])[CH:33]=3)=[N:7][CH:6]=[N:5][C:4]=2[CH:8]=[CH:9]1. (2) Reactant: [C:1]1([S:7](Cl)(=[O:9])=[O:8])[CH:6]=[CH:5][CH:4]=[CH:3][CH:2]=1.[C:11]1([S:17]([C:20]([CH3:33])([CH3:32])[CH2:21][CH2:22][CH2:23][N:24]2[CH2:29][CH2:28][CH2:27][CH:26]([NH:30]C)[CH2:25]2)(=[O:19])=[O:18])[CH:16]=[CH:15][CH:14]=[CH:13][CH:12]=1.[CH2:34](N(CC)CC)C. Product: [C:11]1([S:17]([C:20]([CH3:33])([CH3:32])[CH2:21][CH2:22][CH2:23][N:24]2[CH2:29][CH2:28][CH2:27][CH:26]([NH:30][S:7]([C:1]3([CH3:34])[CH:6]=[CH:5][CH:4]=[CH:3][CH2:2]3)(=[O:9])=[O:8])[CH2:25]2)(=[O:19])=[O:18])[CH:16]=[CH:15][CH:14]=[CH:13][CH:12]=1. The catalyst class is: 4. (3) Reactant: [N:1]1([CH2:6][CH:7]([OH:10])[CH2:8][OH:9])[CH2:5][CH2:4][CH2:3][CH2:2]1.[H-].[Na+].CS(O[CH2:18][CH2:19][CH2:20][CH2:21][CH2:22][CH2:23][CH2:24][CH2:25]/[CH:26]=[CH:27]\[CH2:28]/[CH:29]=[CH:30]\[CH2:31][CH2:32][CH2:33][CH2:34][CH3:35])(=O)=O. Product: [CH2:18]([O:9][CH2:8][CH:7]([OH:10])[CH2:6][N:1]1[CH2:5][CH2:4][CH2:3][CH2:2]1)[CH2:19][CH2:20][CH2:21][CH2:22][CH2:23][CH2:24][CH2:25]/[CH:26]=[CH:27]\[CH2:28]/[CH:29]=[CH:30]\[CH2:31][CH2:32][CH2:33][CH2:34][CH3:35]. The catalyst class is: 11. (4) Reactant: [CH3:1][O:2][C:3](=[O:12])[CH2:4][C:5]1[CH:10]=[CH:9][CH:8]=[C:7]([NH2:11])[CH:6]=1.CCN(C(C)C)C(C)C.[Cl:22][C:23]1[N:28]=[C:27](Cl)[N:26]=[CH:25][N:24]=1. Product: [CH3:1][O:2][C:3](=[O:12])[CH2:4][C:5]1[CH:10]=[CH:9][CH:8]=[C:7]([NH:11][C:27]2[N:28]=[C:23]([Cl:22])[N:24]=[CH:25][N:26]=2)[CH:6]=1. The catalyst class is: 173. (5) Reactant: [Cl:1][C:2]1[C:7]([C:8]2[C:9](=[O:25])[N:10]([CH2:23][CH3:24])[C:11]3[C:16]([CH:17]=2)=[CH:15][N:14]=[C:13]([NH:18][CH2:19][CH2:20][O:21][CH3:22])[CH:12]=3)=[CH:6][C:5]([NH:26][C:27]([NH:29][C:30]2[CH:35]=[CH:34][CH:33]=[CH:32][C:31]=2[F:36])=[O:28])=[C:4]([F:37])[CH:3]=1.[CH3:38][S:39]([OH:42])(=[O:41])=[O:40]. Product: [CH3:38][S:39]([OH:42])(=[O:41])=[O:40].[Cl:1][C:2]1[C:7]([C:8]2[C:9](=[O:25])[N:10]([CH2:23][CH3:24])[C:11]3[C:16]([CH:17]=2)=[CH:15][N:14]=[C:13]([NH:18][CH2:19][CH2:20][O:21][CH3:22])[CH:12]=3)=[CH:6][C:5]([NH:26][C:27]([NH:29][C:30]2[CH:35]=[CH:34][CH:33]=[CH:32][C:31]=2[F:36])=[O:28])=[C:4]([F:37])[CH:3]=1. The catalyst class is: 23. (6) The catalyst class is: 2. Reactant: Cl.[C:2]([O:7][CH2:8][CH2:9][NH2:10])(=[O:6])[C:3]([CH3:5])=[CH2:4].C(N(CC)CC)C.[F:18][C:19]([F:25])([F:24])[S:20](Cl)(=[O:22])=[O:21].CCOCC. Product: [C:2]([O:7][CH2:8][CH2:9][NH:10][S:20]([C:19]([F:25])([F:24])[F:18])(=[O:22])=[O:21])(=[O:6])[C:3]([CH3:5])=[CH2:4]. (7) Reactant: [NH2:1][C:2]1[S:3][C:4]([CH3:8])=[C:5]([CH3:7])[N:6]=1.CN(C)[CH:11]=[O:12].C(Cl)(Cl)=O. Product: [CH3:7][C:5]1[N:6]=[C:2]([N:1]=[C:11]=[O:12])[S:3][C:4]=1[CH3:8]. The catalyst class is: 159.